Dataset: Reaction yield outcomes from USPTO patents with 853,638 reactions. Task: Predict the reaction yield, written as a fraction of the theoretical maximum amount of product (1.0 means a 100% yield; for example, 0.34 means a 34% yield). The reactants are [NH:1]1[CH:5]=[CH:4][C:3]([NH2:6])=[N:2]1.O=[C:8]([CH2:14][C:15]([O-])=[O:16])[C:9]([O:11][CH2:12][CH3:13])=[O:10]. The catalyst is CC(O)=O. The product is [OH:16][C:15]1[N:2]2[N:1]=[CH:5][CH:4]=[C:3]2[N:6]=[C:8]([C:9]([O:11][CH2:12][CH3:13])=[O:10])[CH:14]=1. The yield is 0.130.